From a dataset of NCI-60 drug combinations with 297,098 pairs across 59 cell lines. Regression. Given two drug SMILES strings and cell line genomic features, predict the synergy score measuring deviation from expected non-interaction effect. (1) Drug 1: CC12CCC(CC1=CCC3C2CCC4(C3CC=C4C5=CN=CC=C5)C)O. Drug 2: CCCCC(=O)OCC(=O)C1(CC(C2=C(C1)C(=C3C(=C2O)C(=O)C4=C(C3=O)C=CC=C4OC)O)OC5CC(C(C(O5)C)O)NC(=O)C(F)(F)F)O. Cell line: RPMI-8226. Synergy scores: CSS=38.3, Synergy_ZIP=3.34, Synergy_Bliss=6.79, Synergy_Loewe=2.77, Synergy_HSA=4.62. (2) Drug 1: CNC(=O)C1=NC=CC(=C1)OC2=CC=C(C=C2)NC(=O)NC3=CC(=C(C=C3)Cl)C(F)(F)F. Drug 2: C#CCC(CC1=CN=C2C(=N1)C(=NC(=N2)N)N)C3=CC=C(C=C3)C(=O)NC(CCC(=O)O)C(=O)O. Cell line: NCI/ADR-RES. Synergy scores: CSS=-1.31, Synergy_ZIP=1.77, Synergy_Bliss=-0.441, Synergy_Loewe=-7.39, Synergy_HSA=-7.33. (3) Drug 1: CC(CN1CC(=O)NC(=O)C1)N2CC(=O)NC(=O)C2. Drug 2: COC1=C2C(=CC3=C1OC=C3)C=CC(=O)O2. Cell line: NCI-H460. Synergy scores: CSS=36.5, Synergy_ZIP=1.54, Synergy_Bliss=1.52, Synergy_Loewe=-2.58, Synergy_HSA=0.663. (4) Drug 1: CS(=O)(=O)C1=CC(=C(C=C1)C(=O)NC2=CC(=C(C=C2)Cl)C3=CC=CC=N3)Cl. Drug 2: CC(C)CN1C=NC2=C1C3=CC=CC=C3N=C2N. Cell line: A549. Synergy scores: CSS=-1.91, Synergy_ZIP=-1.56, Synergy_Bliss=-6.31, Synergy_Loewe=-7.76, Synergy_HSA=-8.20. (5) Drug 1: C1CC(C1)(C(=O)O)C(=O)O.[NH2-].[NH2-].[Pt+2]. Drug 2: CC1=C(C(=CC=C1)Cl)NC(=O)C2=CN=C(S2)NC3=CC(=NC(=N3)C)N4CCN(CC4)CCO. Cell line: NCI-H226. Synergy scores: CSS=-0.608, Synergy_ZIP=-0.298, Synergy_Bliss=0.453, Synergy_Loewe=-2.39, Synergy_HSA=-1.26.